This data is from Catalyst prediction with 721,799 reactions and 888 catalyst types from USPTO. The task is: Predict which catalyst facilitates the given reaction. (1) The catalyst class is: 6. Reactant: [CH3:1][NH:2][C:3]1[C:8]([NH2:9])=[CH:7][C:6]([C:10]([F:13])([F:12])[F:11])=[CH:5][N:4]=1.[CH2:14]([S:16][C:17]1[CH:25]=[CH:24][CH:23]=[CH:22][C:18]=1[C:19](Cl)=[O:20])[CH3:15].C(=O)([O-])O.[Na+]. Product: [CH3:1][NH:2][C:3]1[C:8]([NH:9][C:19](=[O:20])[C:18]2[CH:22]=[CH:23][CH:24]=[CH:25][C:17]=2[S:16][CH2:14][CH3:15])=[CH:7][C:6]([C:10]([F:13])([F:11])[F:12])=[CH:5][N:4]=1. (2) Reactant: CC1C=CC(S(O[CH2:12][CH2:13][C:14]2[CH:15]=[CH:16][CH:17]=[C:18]3[C:22]=2[NH:21][N:20]=[C:19]3[S:23]([C:26]2[CH:31]=[CH:30][CH:29]=[CH:28][CH:27]=2)(=[O:25])=[O:24])(=O)=O)=CC=1.[N-:32]=[N+:33]=[N-:34].[Na+]. Product: [N:32]([CH2:12][CH2:13][C:14]1[CH:15]=[CH:16][CH:17]=[C:18]2[C:22]=1[NH:21][N:20]=[C:19]2[S:23]([C:26]1[CH:31]=[CH:30][CH:29]=[CH:28][CH:27]=1)(=[O:25])=[O:24])=[N+:33]=[N-:34]. The catalyst class is: 3. (3) Reactant: Cl.[H-].[Na+].[CH3:4][N:5]1[CH2:18][CH2:17][C:8]2[NH:9][C:10]3[CH:11]=[CH:12][C:13]([CH3:16])=[CH:14][C:15]=3[C:7]=2[CH2:6]1.Cl[CH2:20][C:21]([N:23]1[CH2:28][CH2:27][CH2:26][CH2:25][CH2:24]1)=[O:22]. Product: [CH3:4][N:5]1[CH2:18][CH2:17][C:8]2[N:9]([CH2:20][C:21]([N:23]3[CH2:28][CH2:27][CH2:26][CH2:25][CH2:24]3)=[O:22])[C:10]3[CH:11]=[CH:12][C:13]([CH3:16])=[CH:14][C:15]=3[C:7]=2[CH2:6]1. The catalyst class is: 323. (4) Reactant: [CH2:1]([O:8][CH2:9][C@H:10]1[O:15][C@H:14]([O:16][CH3:17])[C@@H:13]2[C@@H:11]1[O:12]2)[C:2]1[CH:7]=[CH:6][CH:5]=[CH:4][CH:3]=1.[F-:18].[Na+].O. Product: [CH2:1]([O:8][CH2:9][C@H:10]1[O:15][C@H:14]([O:16][CH3:17])[C@@H:13]([OH:12])[C@@H:11]1[F:18])[C:2]1[CH:7]=[CH:6][CH:5]=[CH:4][CH:3]=1. The catalyst class is: 196. (5) Reactant: [CH3:1][O:2][C:3](=[O:19])[C:4]1[CH:9]=[C:8](I)[C:7]([C:11]([F:14])([F:13])[F:12])=[CH:6][C:5]=1[NH:15][C:16](=[O:18])[CH3:17].C([Sn](CCCC)(CCCC)[C:25]1[CH:26]=[C:27]([CH:30]=[CH:31][CH:32]=1)[C:28]#[N:29])CCC. The catalyst class is: 77. Product: [CH3:1][O:2][C:3]([C:4]1[CH:9]=[C:8]([C:25]2[CH:32]=[CH:31][CH:30]=[C:27]([C:28]#[N:29])[CH:26]=2)[C:7]([C:11]([F:14])([F:13])[F:12])=[CH:6][C:5]=1[NH:15][C:16](=[O:18])[CH3:17])=[O:19]. (6) Reactant: [F:1][CH:2]([F:40])[C:3]1[CH:12]=[C:11]2[C:6]([CH2:7][CH2:8][CH2:9][N:10]2[C:13]2[C:17]3[CH2:18][N:19]([C:22]([NH:24][CH3:25])=[O:23])[CH2:20][CH2:21][C:16]=3[N:15](COCC[Si](C)(C)C)[N:14]=2)=[CH:5][C:4]=1[C:34]1[CH:35]=[N:36][N:37]([CH3:39])[CH:38]=1.FC(F)(F)C(O)=O. Product: [F:40][CH:2]([F:1])[C:3]1[CH:12]=[C:11]2[C:6]([CH2:7][CH2:8][CH2:9][N:10]2[C:13]2[C:17]3[CH2:18][N:19]([C:22]([NH:24][CH3:25])=[O:23])[CH2:20][CH2:21][C:16]=3[NH:15][N:14]=2)=[CH:5][C:4]=1[C:34]1[CH:35]=[N:36][N:37]([CH3:39])[CH:38]=1. The catalyst class is: 2. (7) Reactant: O[CH2:2][C:3]1[CH:4]=[C:5]2[C:9](=[CH:10][CH:11]=1)[CH2:8][C@@H:7]([NH:12][S:13]([CH:16]([CH3:18])[CH3:17])(=[O:15])=[O:14])[CH2:6]2.S(Cl)(Cl)=O.[F:23][C:24]([F:34])([F:33])[C:25]1[C:29]([CH2:30][CH2:31][OH:32])=[CH:28][NH:27][N:26]=1.[H-].[Na+]. Product: [OH:32][CH2:31][CH2:30][C:29]1[C:25]([C:24]([F:34])([F:33])[F:23])=[N:26][N:27]([CH2:2][C:3]2[CH:4]=[C:5]3[C:9](=[CH:10][CH:11]=2)[CH2:8][C@@H:7]([NH:12][S:13]([CH:16]([CH3:18])[CH3:17])(=[O:15])=[O:14])[CH2:6]3)[CH:28]=1. The catalyst class is: 59. (8) Reactant: O[C:2]1[CH:7]=[CH:6][NH:5][C:4](=[O:8])[CH:3]=1.[F:9][C:10]1[CH:15]=[CH:14][C:13]([NH:16]N)=[CH:12][CH:11]=1. Product: [F:9][C:10]1[CH:15]=[CH:14][C:13]2[NH:16][C:2]3[CH:7]=[CH:6][NH:5][C:4](=[O:8])[C:3]=3[C:12]=2[CH:11]=1. The catalyst class is: 400. (9) Reactant: C[Si](C)(C)[N-][Si](C)(C)C.[Li+].[CH:11]([C@@H:14]1[N:19]([C:20]([O:22][CH2:23][CH:24]=[CH2:25])=[O:21])[CH2:18][CH2:17][C:16]([C:26]2[N:27]=[C:28]([SH:31])[S:29][CH:30]=2)=[CH:15]1)([CH3:13])[CH3:12].O(P(OC1C=CC=CC=1)O[C:41]1[C@H:47]([CH3:48])[C@H:46]2[N:43]([C:44](=[O:56])[C@@H:45]2[C@H:49]([O:51][Si:52]([CH3:55])([CH3:54])[CH3:53])[CH3:50])[C:42]=1[C:57]([O:59][CH2:60][CH:61]=[CH2:62])=[O:58])C1C=CC=CC=1.C(#N)C. Product: [CH2:23]([O:22][C:20]([N:19]1[C@@H:14]([CH:11]([CH3:13])[CH3:12])[CH:15]=[C:16]([C:26]2[N:27]=[C:28]([S:31][C:41]3[C@H:47]([CH3:48])[C@H:46]4[N:43]([C:44](=[O:56])[C@@H:45]4[C@H:49]([O:51][Si:52]([CH3:53])([CH3:54])[CH3:55])[CH3:50])[C:42]=3[C:57]([O:59][CH2:60][CH:61]=[CH2:62])=[O:58])[S:29][CH:30]=2)[CH2:17][CH2:18]1)=[O:21])[CH:24]=[CH2:25]. The catalyst class is: 1. (10) Reactant: [F:1][C:2]([F:18])([F:17])[C:3]1[CH:4]=[C:5]2[C:9](=[CH:10][CH:11]=1)[NH:8][C:7]([C:12]([O:14][CH2:15][CH3:16])=[O:13])=[CH:6]2.[H-].[Na+].[F:21][C:22]1[CH:23]=[C:24]([CH:27]=[CH:28][CH:29]=1)[CH2:25]Br. The catalyst class is: 9. Product: [F:18][C:2]([F:17])([F:1])[C:3]1[CH:4]=[C:5]2[C:9](=[CH:10][CH:11]=1)[N:8]([CH2:25][C:24]1[CH:27]=[CH:28][CH:29]=[C:22]([F:21])[CH:23]=1)[C:7]([C:12]([O:14][CH2:15][CH3:16])=[O:13])=[CH:6]2.